From a dataset of Full USPTO retrosynthesis dataset with 1.9M reactions from patents (1976-2016). Predict the reactants needed to synthesize the given product. (1) Given the product [Cl:19][C:16]1[CH:17]=[CH:18][C:13]([C:5]2[N:6]=[C:7]3[CH:12]=[CH:11][CH:10]=[CH:9][N:8]3[C:4]=2[CH2:3][C:20]#[N:21])=[CH:14][CH:15]=1, predict the reactants needed to synthesize it. The reactants are: Cl.Cl[CH2:3][C:4]1[N:8]2[CH:9]=[CH:10][CH:11]=[CH:12][C:7]2=[N:6][C:5]=1[C:13]1[CH:18]=[CH:17][C:16]([Cl:19])=[CH:15][CH:14]=1.[C-:20]#[N:21].[Na+].[Na+].[I-]. (2) Given the product [Cl:1][C:2]1[CH:3]=[C:4]2[C:9](=[CH:10][CH:11]=1)[N:8]=[CH:7][CH:6]=[C:5]2[CH2:12][N:13]1[C:21]([C:22]2[N:26]([CH3:27])[CH:25]=[C:24]([C:28]([NH:41][CH:38]3[CH2:40][CH2:39]3)=[O:30])[CH:23]=2)=[C:20]2[C:15]([N:16]([CH2:34][CH:35]([CH3:36])[CH3:37])[C:17](=[O:33])[N:18]([CH3:32])[C:19]2=[O:31])=[N:14]1, predict the reactants needed to synthesize it. The reactants are: [Cl:1][C:2]1[CH:3]=[C:4]2[C:9](=[CH:10][CH:11]=1)[N:8]=[CH:7][CH:6]=[C:5]2[CH2:12][N:13]1[C:21]([C:22]2[N:26]([CH3:27])[CH:25]=[C:24]([C:28]([OH:30])=O)[CH:23]=2)=[C:20]2[C:15]([N:16]([CH2:34][CH:35]([CH3:37])[CH3:36])[C:17](=[O:33])[N:18]([CH3:32])[C:19]2=[O:31])=[N:14]1.[CH:38]1([NH2:41])[CH2:40][CH2:39]1.C(P(=O)(OCC)OCC)#N.